The task is: Binary Classification. Given a miRNA mature sequence and a target amino acid sequence, predict their likelihood of interaction.. This data is from Experimentally validated miRNA-target interactions with 360,000+ pairs, plus equal number of negative samples. (1) Result: 1 (interaction). The protein sequence of the target gene is MALPPAAAPPAGAREPPGSRAAAAAAAPEPPLGLQQLSALQPEPGGVPLHSSWTFWLDRSLPGATAAECASNLKKIYTVQTVQIFWSVYNNIPPVTSLPLRCSYHLMRGERRPLWEEESNAKGGVWKMKVPKDSTSTVWKELLLATIGEQFTDCAAADDEVIGVSVSVRDREDVVQVWNVNASLVGEATVLEKIYELLPHITFKAVFYKPHEEHHAFEGGRGKH. The miRNA is hsa-miR-9500 with sequence AAGGGAAGAUGGUGACCAC. (2) The miRNA is ath-miR775 with sequence UUCGAUGUCUAGCAGUGCCA. The protein sequence of the target gene is MPRRKQSHPQPVKCEGVKVDTEDSLDEGPGALVLESDLLLGQDLEFEEEEEEEEGDGNSDQLMGFERDSEGDSLGARPGLPYGLSDDESGGGRALSAESEVEEPARGPGEARGERPGPACQLCGGPTGEGPCCGAGGPGGGPLLPPRLLYSCRLCTFVSHYSSHLKRHMQTHSGEKPFRCGRCPYASAQLVNLTRHTRTHTGEKPYRCPHCPFACSSLGNLRRHQRTHAGPPTPPCPTCGFRCCTPRPARPPSPTEQEGAVPRRPEDALLLPDLSLHVPPGGASFLPDCGQLRGEGEGLC.... Result: 0 (no interaction).